From a dataset of Reaction yield outcomes from USPTO patents with 853,638 reactions. Predict the reaction yield, written as a fraction of the theoretical maximum amount of product (1.0 means a 100% yield; for example, 0.34 means a 34% yield). (1) The reactants are [C:1]([C:5]1[CH:9]=[C:8]([NH2:10])[N:7]([C:11]2[CH:16]=[CH:15][CH:14]=[CH:13][C:12]=2[CH3:17])[N:6]=1)([CH3:4])([CH3:3])[CH3:2].Br[C:19]1[CH:28]=[C:27]([F:29])[CH:26]=[CH:25][C:20]=1[C:21]([O:23][CH3:24])=[O:22].C1C=CC(P(C2C(C3C(P(C4C=CC=CC=4)C4C=CC=CC=4)=CC=C4C=3C=CC=C4)=C3C(C=CC=C3)=CC=2)C2C=CC=CC=2)=CC=1.C([O-])([O-])=O.[Cs+].[Cs+]. The catalyst is C1C=CC(/C=C/C(/C=C/C2C=CC=CC=2)=O)=CC=1.C1C=CC(/C=C/C(/C=C/C2C=CC=CC=2)=O)=CC=1.C1C=CC(/C=C/C(/C=C/C2C=CC=CC=2)=O)=CC=1.[Pd].[Pd]. The product is [C:1]([C:5]1[CH:9]=[C:8]([NH:10][C:19]2[CH:28]=[C:27]([F:29])[CH:26]=[CH:25][C:20]=2[C:21]([O:23][CH3:24])=[O:22])[N:7]([C:11]2[CH:16]=[CH:15][CH:14]=[CH:13][C:12]=2[CH3:17])[N:6]=1)([CH3:4])([CH3:3])[CH3:2]. The yield is 0.890. (2) The reactants are [CH3:1][O:2][C:3]1[CH:8]=[CH:7][C:6]([NH2:9])=[CH:5][CH:4]=1.C1N=CN([C:15](N2C=NC=C2)=[O:16])C=1.[CH2:22]([O:24][C:25](=[O:44])[CH2:26][CH2:27][C:28]1[CH:33]=[CH:32][CH:31]=[C:30]([N:34]2[C:38]([NH2:39])=[CH:37][C:36]([C:40]([CH3:43])([CH3:42])[CH3:41])=[N:35]2)[CH:29]=1)[CH3:23]. The catalyst is CN(C=O)C. The product is [CH2:22]([O:24][C:25](=[O:44])[CH2:26][CH2:27][C:28]1[CH:33]=[CH:32][CH:31]=[C:30]([N:34]2[C:38]([NH:39][C:15]([NH:9][C:6]3[CH:7]=[CH:8][C:3]([O:2][CH3:1])=[CH:4][CH:5]=3)=[O:16])=[CH:37][C:36]([C:40]([CH3:43])([CH3:42])[CH3:41])=[N:35]2)[CH:29]=1)[CH3:23]. The yield is 0.450. (3) The reactants are [Cl:1][C:2]1[C:3]([NH2:18])=[C:4]2[CH2:17][CH2:16][CH2:15][C:5]2=[N:6][C:7]=1[C:8]1[CH:13]=[CH:12][CH:11]=[C:10]([Cl:14])[CH:9]=1.Br[C:20]1[CH:25]=[CH:24][C:23]([CH2:26][C:27]#[N:28])=[CH:22][CH:21]=1.CC(C1C=C(C(C)C)C(C2C=CC=CC=2P(C2CCCCC2)C2CCCCC2)=C(C(C)C)C=1)C.P([O-])([O-])([O-])=O.[K+].[K+].[K+]. The catalyst is C1(C)C=CC=CC=1.C1C=CC(/C=C/C(/C=C/C2C=CC=CC=2)=O)=CC=1.C1C=CC(/C=C/C(/C=C/C2C=CC=CC=2)=O)=CC=1.C1C=CC(/C=C/C(/C=C/C2C=CC=CC=2)=O)=CC=1.[Pd].[Pd]. The product is [ClH:1].[Cl:1][C:2]1[C:3]([NH:18][C:20]2[CH:25]=[CH:24][C:23]([CH2:26][C:27]#[N:28])=[CH:22][CH:21]=2)=[C:4]2[CH2:17][CH2:16][CH2:15][C:5]2=[N:6][C:7]=1[C:8]1[CH:13]=[CH:12][CH:11]=[C:10]([Cl:14])[CH:9]=1. The yield is 0.260. (4) The reactants are [CH3:1][C:2]1[CH:7]=[C:6]([C:8]2[CH:9]=[CH:10][C:11]3[N:18]4[CH2:19][C@H:14]([CH2:15][CH2:16][CH2:17]4)[NH:13][C:12]=3[N:20]=2)[CH:5]=[CH:4][N:3]=1.[CH3:21][N:22]1[CH:30]=[C:29]2[C:24]([CH:25]=[CH:26][C:27]([NH:31][C:32](=O)[O:33]C3C=CC=CC=3)=[CH:28]2)=[N:23]1. The catalyst is CN(C1C=CN=CC=1)C.O1CCCC1. The product is [CH3:21][N:22]1[CH:30]=[C:29]2[C:24]([CH:25]=[CH:26][C:27]([NH:31][C:32]([N:13]3[C@@H:14]4[CH2:19][N:18]([CH2:17][CH2:16][CH2:15]4)[C:11]4[CH:10]=[CH:9][C:8]([C:6]5[CH:5]=[CH:4][N:3]=[C:2]([CH3:1])[CH:7]=5)=[N:20][C:12]3=4)=[O:33])=[CH:28]2)=[N:23]1. The yield is 0.271. (5) The reactants are [Cl:1][C:2]1[CH:32]=[CH:31][C:5]([CH2:6][CH2:7][NH:8][C:9]([C:11]2[CH:30]=[CH:29][C:14]([O:15][C:16]3[CH:21]=[CH:20][C:19]([CH2:22][C:23]([O:25]CC)=[O:24])=[CH:18][C:17]=3[CH3:28])=[CH:13][CH:12]=2)=[O:10])=[CH:4][CH:3]=1.[OH-].[Na+].O. The catalyst is O1CCOCC1.C(OCC)(=O)C.Cl. The product is [Cl:1][C:2]1[CH:3]=[CH:4][C:5]([CH2:6][CH2:7][NH:8][C:9]([C:11]2[CH:12]=[CH:13][C:14]([O:15][C:16]3[CH:21]=[CH:20][C:19]([CH2:22][C:23]([OH:25])=[O:24])=[CH:18][C:17]=3[CH3:28])=[CH:29][CH:30]=2)=[O:10])=[CH:31][CH:32]=1. The yield is 0.853. (6) The reactants are [CH3:1][C:2]1[C:3]([NH:8][C:9](=O)OC(C)(C)C)=[N:4][CH:5]=[CH:6][CH:7]=1.[CH2:16]([Li])[CH2:17][CH2:18]C.CN(OC)C(=O)C(C)C.Cl. The catalyst is O1CCCC1. The product is [CH3:16][CH:17]([C:9]1[NH:8][C:3]2=[N:4][CH:5]=[CH:6][CH:7]=[C:2]2[CH:1]=1)[CH3:18]. The yield is 0.950. (7) The reactants are Br[C:2]1[C:3]([NH2:22])=[N:4][CH:5]=[C:6]([C:8]2[CH:13]=[CH:12][C:11]([O:14][Si:15]([C:18]([CH3:21])([CH3:20])[CH3:19])([CH3:17])[CH3:16])=[CH:10][CH:9]=2)[N:7]=1.[C:23]1(B(O)O)[C:32]2[C:27](=[CH:28][CH:29]=[CH:30][CH:31]=2)[CH:26]=[CH:25][CH:24]=1.C([O-])([O-])=O.[Na+].[Na+].O. The catalyst is C1(C)C=CC=CC=1.C(O)C.Cl[Pd](Cl)([P](C1C=CC=CC=1)(C1C=CC=CC=1)C1C=CC=CC=1)[P](C1C=CC=CC=1)(C1C=CC=CC=1)C1C=CC=CC=1. The product is [Si:15]([O:14][C:11]1[CH:12]=[CH:13][C:8]([C:6]2[N:7]=[C:2]([C:31]3[C:32]4[C:27](=[CH:26][CH:25]=[CH:24][CH:23]=4)[CH:28]=[CH:29][CH:30]=3)[C:3]([NH2:22])=[N:4][CH:5]=2)=[CH:9][CH:10]=1)([C:18]([CH3:21])([CH3:20])[CH3:19])([CH3:17])[CH3:16]. The yield is 0.865.